Dataset: Full USPTO retrosynthesis dataset with 1.9M reactions from patents (1976-2016). Task: Predict the reactants needed to synthesize the given product. (1) Given the product [Cl:30][C:27]1[CH:28]=[CH:29][C:24]([CH:9]2[C:8]3[NH:4][C:5]([C:39]4[C:34]([O:33][CH3:32])=[N:35][CH:36]=[CH:37][CH:38]=4)=[N:6][C:7]=3[C:11](=[O:12])[N:10]2[C:13]2[CH:14]=[C:15]([CH3:23])[C:16]3[N:17]([C:19]([CH3:22])=[N:20][N:21]=3)[CH:18]=2)=[CH:25][CH:26]=1, predict the reactants needed to synthesize it. The reactants are: C([N:4]1[C:8]2[CH:9]([C:24]3[CH:29]=[CH:28][C:27]([Cl:30])=[CH:26][CH:25]=3)[N:10]([C:13]3[CH:14]=[C:15]([CH3:23])[C:16]4[N:17]([C:19]([CH3:22])=[N:20][N:21]=4)[CH:18]=3)[C:11](=[O:12])[C:7]=2[N:6]=[C:5]1Br)C=C.[CH3:32][O:33][C:34]1[C:39](B(O)O)=[CH:38][CH:37]=[CH:36][N:35]=1. (2) Given the product [NH2:23][C:21]1[CH:20]=[CH:19][C:18]2[C:14]3[CH:13]=[C:12]([S:9]([NH:8][C@H:4]([CH:5]([CH3:6])[CH3:7])[C:3]([O:2][CH3:1])=[O:28])(=[O:10])=[O:11])[CH:27]=[CH:26][C:15]=3[S:16][C:17]=2[CH:22]=1, predict the reactants needed to synthesize it. The reactants are: [CH3:1][O:2][C:3](=[O:28])[C@H:4]([NH:8][S:9]([C:12]1[CH:27]=[CH:26][C:15]2[S:16][C:17]3[CH:22]=[C:21]([N+:23]([O-])=O)[CH:20]=[CH:19][C:18]=3[C:14]=2[CH:13]=1)(=[O:11])=[O:10])[CH:5]([CH3:7])[CH3:6].CCOC(C)=O.Cl[Sn]Cl.O.